Dataset: Catalyst prediction with 721,799 reactions and 888 catalyst types from USPTO. Task: Predict which catalyst facilitates the given reaction. (1) Reactant: [CH:1]([C:4](=[CH:7][CH2:8][CH:9]([CH3:11])[CH3:10])[CH:5]=[O:6])([CH3:3])[CH3:2].C([O-])(O)=O.[Na+].N#N. Product: [CH:1]([CH:4]([CH2:7][CH2:8][CH:9]([CH3:11])[CH3:10])[CH:5]=[O:6])([CH3:3])[CH3:2]. The catalyst class is: 63. (2) Reactant: [N:1]1([C:6]2[CH:25]=[CH:24][C:9]([CH2:10][C:11]3[C:12]([CH3:23])=[CH:13][C:14]([CH:21]=O)=[C:15]([CH:20]=3)[C:16](OC)=[O:17])=[CH:8][CH:7]=2)[CH:5]=[CH:4][CH:3]=[N:2]1.[NH2:26][C@@H:27]1[C@@H:32]([OH:33])[CH2:31][CH2:30][O:29][CH2:28]1. Product: [CH3:23][C:12]1[CH:13]=[C:14]2[C:15](=[CH:20][C:11]=1[CH2:10][C:9]1[CH:8]=[CH:7][C:6]([N:1]3[CH:5]=[CH:4][CH:3]=[N:2]3)=[CH:25][CH:24]=1)[C:16](=[O:17])[N:26]([C@@H:27]1[C@@H:32]([OH:33])[CH2:31][CH2:30][O:29][CH2:28]1)[CH2:21]2. The catalyst class is: 1. (3) Reactant: [CH2:1]([N:3]1[C:11]([I:12])=[N:10][C:9]2[C:4]1=[N:5][CH:6]=[N:7][C:8]=2[O:13][C@H:14]1[CH2:18][CH2:17][N:16](C(OC(C)(C)C)=O)[CH2:15]1)[CH3:2].IC1N(C)C2C(N=1)=C(O[C@H]1CCN(C(OC(C)(C)C)=O)C1)N=CN=2.[C:50]([OH:56])([C:52]([F:55])([F:54])[F:53])=[O:51]. Product: [CH2:1]([N:3]1[C:11]([I:12])=[N:10][C:9]2[C:4]1=[N:5][CH:6]=[N:7][C:8]=2[O:13][C@H:14]1[CH2:18][CH2:17][NH:16][CH2:15]1)[CH3:2].[C:50]([OH:56])([C:52]([F:55])([F:54])[F:53])=[O:51]. The catalyst class is: 2.